Predict the reaction yield, written as a fraction of the theoretical maximum amount of product (1.0 means a 100% yield; for example, 0.34 means a 34% yield). From a dataset of Reaction yield outcomes from USPTO patents with 853,638 reactions. (1) The reactants are [CH2:1]([N:3]1[CH:7]=[CH:6][N:5]=[C:4]1[CH:8]1[C:17](=O)[C:16]2[C:15]([C:19](OC)=[O:20])=[CH:14][CH:13]=[CH:12][C:11]=2[NH:10][CH:9]1[C:23]1[CH:28]=[CH:27][CH:26]=[CH:25][CH:24]=1)[CH3:2].O.[NH2:30][NH2:31]. The catalyst is CO. The product is [CH2:1]([N:3]1[CH:7]=[CH:6][N:5]=[C:4]1[CH:8]1[C:17]2=[N:30][NH:31][C:19](=[O:20])[C:15]3[CH:14]=[CH:13][CH:12]=[C:11]([C:16]=32)[NH:10][CH:9]1[C:23]1[CH:24]=[CH:25][CH:26]=[CH:27][CH:28]=1)[CH3:2]. The yield is 0.280. (2) The reactants are [CH:1]1([C:4]2[CH:8]=[C:7]([CH2:9][NH:10][C:11]([C:13]3[C:14](=[O:34])[N:15]([C:24]4[CH:29]=[CH:28][CH:27]=[C:26]([C:30]([F:33])([F:32])[F:31])[CH:25]=4)[C:16]([CH3:23])=[C:17]([C:19]#[C:20][CH2:21][OH:22])[CH:18]=3)=[O:12])[O:6][N:5]=2)[CH2:3][CH2:2]1.CC[O:37]C(C)=O. The catalyst is CCO.[Pd]. The product is [CH:1]1([C:4]2[CH:8]=[C:7]([CH2:9][NH:10][C:11]([C:13]3[C:14](=[O:34])[N:15]([C:24]4[CH:29]=[CH:28][CH:27]=[C:26]([C:30]([F:32])([F:33])[F:31])[CH:25]=4)[C:16]([CH3:23])=[C:17]([CH2:19][CH2:20][C:21]([OH:37])=[O:22])[CH:18]=3)=[O:12])[O:6][N:5]=2)[CH2:2][CH2:3]1. The yield is 0.810. (3) The reactants are [Cl:1][CH2:2][CH2:3][N:4]([CH2:20][CH2:21][OH:22])[C:5]1[C:13]([N+:14]([O-:16])=[O:15])=[CH:12][C:11]([N+:17]([O-:19])=[O:18])=[CH:10][C:6]=1[C:7]([NH2:9])=[O:8].CCN(CC)CC.[CH3:30][S:31](Cl)(=[O:33])=[O:32].C([O-])(O)=O.[Na+]. The yield is 1.00. The product is [CH3:30][S:31]([O:22][CH2:21][CH2:20][N:4]([CH2:3][CH2:2][Cl:1])[C:5]1[C:13]([N+:14]([O-:16])=[O:15])=[CH:12][C:11]([N+:17]([O-:19])=[O:18])=[CH:10][C:6]=1[C:7]([NH2:9])=[O:8])(=[O:33])=[O:32]. The catalyst is C1COCC1. (4) The reactants are [NH2:1][C:2]1[N:3]=[CH:4][C:5]2[C:10]3[CH:11]=[CH:12][C:13](=[O:16])[N:14]([CH3:15])[C:9]=3[N:8]([CH:17]3[CH2:21][CH2:20][CH2:19][CH2:18]3)[C:6]=2[N:7]=1.[Si:22]([O:29][C@@H:30]1[CH2:34][CH2:33][N:32]([C:35]2[CH:36]=[CH:37][C:38](Cl)=[N:39][CH:40]=2)[CH2:31]1)([C:25]([CH3:28])([CH3:27])[CH3:26])([CH3:24])[CH3:23].C1(P(C2C=CC=CC=2)C2C3OC4C(=CC=CC=4P(C4C=CC=CC=4)C4C=CC=CC=4)C(C)(C)C=3C=CC=2)C=CC=CC=1.CC(C)([O-])C.[Na+]. The catalyst is O1CCOCC1.C1C=CC(/C=C/C(/C=C/C2C=CC=CC=2)=O)=CC=1.C1C=CC(/C=C/C(/C=C/C2C=CC=CC=2)=O)=CC=1.C1C=CC(/C=C/C(/C=C/C2C=CC=CC=2)=O)=CC=1.[Pd].[Pd]. The product is [CH:17]1([N:8]2[C:6]3[N:7]=[C:2]([NH:1][C:38]4[CH:37]=[CH:36][C:35]([N:32]5[CH2:33][CH2:34][C@@H:30]([O:29][Si:22]([C:25]([CH3:28])([CH3:27])[CH3:26])([CH3:23])[CH3:24])[CH2:31]5)=[CH:40][N:39]=4)[N:3]=[CH:4][C:5]=3[C:10]3[CH:11]=[CH:12][C:13](=[O:16])[N:14]([CH3:15])[C:9]2=3)[CH2:18][CH2:19][CH2:20][CH2:21]1. The yield is 0.490. (5) The reactants are C[O:2][C:3]1[C:16]2[C:7](=[CH:8][C:9]3[C:14]([CH:15]=2)=[CH:13][CH:12]=[CH:11][CH:10]=3)[C:6]([O:17]C)=[CH:5][CH:4]=1.C1C=CC2C(=O)C3C(=C(O)C=CC=3O)C(=O)C=2C=1.[BH4-].[Na+]. The catalyst is COCCOCCOC.CO. The product is [C:3]1(=[O:2])[C:16]2[C:7](=[CH:8][C:9]3[C:14]([CH:15]=2)=[CH:13][CH:12]=[CH:11][CH:10]=3)[C:6](=[O:17])[CH:5]=[CH:4]1. The yield is 0.950. (6) The reactants are [N:1]([C@@H:4]1[CH2:8][C@@H:7]([CH2:9][O:10][Si:11]([C:14]([CH3:17])([CH3:16])[CH3:15])([CH3:13])[CH3:12])[C@@H:6]([O:18][Si:19]([C:22]([CH3:25])([CH3:24])[CH3:23])([CH3:21])[CH3:20])[CH2:5]1)=[N+]=[N-].CCOC(C)=O. The catalyst is [Pd]. The product is [Si:19]([O:18][C@@H:6]1[C@H:7]([CH2:9][O:10][Si:11]([C:14]([CH3:17])([CH3:16])[CH3:15])([CH3:12])[CH3:13])[CH2:8][C@@H:4]([NH2:1])[CH2:5]1)([C:22]([CH3:25])([CH3:24])[CH3:23])([CH3:21])[CH3:20]. The yield is 0.921. (7) The reactants are [C:1]([O:5][C:6]([C:8]1[S:9][C:10]([C:13]2[CH:18]=[CH:17][N+:16]([O-])=[C:15]([CH2:20][CH3:21])[CH:14]=2)=[CH:11][N:12]=1)=[O:7])([CH3:4])([CH3:3])[CH3:2]. The catalyst is CCO.[Pd]. The product is [CH2:20]([C:15]1[CH:14]=[C:13]([C:10]2[S:9][C:8]([C:6]([O:5][C:1]([CH3:2])([CH3:4])[CH3:3])=[O:7])=[N:12][CH:11]=2)[CH:18]=[CH:17][N:16]=1)[CH3:21]. The yield is 0.790. (8) The reactants are [Cl:1][C:2]1[CH:3]=[CH:4][C:5]([F:14])=[C:6]([C:8]#[C:9][Si](C)(C)C)[CH:7]=1.C(=O)([O-])[O-].[K+].[K+]. The catalyst is CO. The product is [Cl:1][C:2]1[CH:3]=[CH:4][C:5]([F:14])=[C:6]([C:8]#[CH:9])[CH:7]=1. The yield is 1.00. (9) The yield is 0.900. The reactants are [CH3:1][CH:2]([CH2:4][CH2:5][CH2:6][C@@H:7]([C@@H:9]1[C@:26]2([CH3:27])[C@H:12]([C:13]3[O:14][C:15](=[O:29])[CH:16]4[C@:21]([C:23]=3[CH2:24][CH2:25]2)([CH3:22])[CH2:20][CH2:19][C:18](=[O:28])[CH2:17]4)[CH2:11][CH2:10]1)[CH3:8])[CH3:3].[BH4-].[Na+].[Cl-].[NH4+]. The product is [OH:28][C@H:18]1[CH2:19][CH2:20][C@@:21]2([CH3:22])[C@@H:16]([C:15](=[O:29])[O:14][C:13]3[C@H:12]4[C@:26]([CH3:27])([CH2:25][CH2:24][C:23]=32)[C@@H:9]([C@H:7]([CH3:8])[CH2:6][CH2:5][CH2:4][CH:2]([CH3:3])[CH3:1])[CH2:10][CH2:11]4)[CH2:17]1. The catalyst is CO.ClCCl.